This data is from Full USPTO retrosynthesis dataset with 1.9M reactions from patents (1976-2016). The task is: Predict the reactants needed to synthesize the given product. (1) Given the product [CH3:28][N:29]([CH3:33])[C:30]([C:2]1[CH:3]=[C:4]([C:23]([OH:25])=[O:24])[C:5]2[O:9][C:8]([C:16]3[CH:21]=[CH:20][CH:19]=[CH:18][CH:17]=3)([C:10]3[CH:15]=[CH:14][CH:13]=[CH:12][CH:11]=3)[O:7][C:6]=2[CH:22]=1)=[O:31], predict the reactants needed to synthesize it. The reactants are: Br[C:2]1[CH:3]=[C:4]([C:23]([OH:25])=[O:24])[C:5]2[O:9][C:8]([C:16]3[CH:21]=[CH:20][CH:19]=[CH:18][CH:17]=3)([C:10]3[CH:15]=[CH:14][CH:13]=[CH:12][CH:11]=3)[O:7][C:6]=2[CH:22]=1.[H-].[Li+].[CH3:28][N:29]([CH3:33])[C:30](Cl)=[O:31]. (2) Given the product [C:27]([O:30][C:31]([N:12]1[C:13]2[C:21](=[CH:20][C:19](=[O:23])[N:18]3[C:14]=2[CH2:15][CH2:16][CH2:17]3)[N:10]([C:7]2[CH:8]=[CH:9][C:4]([Br:3])=[CH:5][C:6]=2[F:25])[C:11]1=[O:24])=[O:32])([CH3:29])([CH3:28])[CH3:26], predict the reactants needed to synthesize it. The reactants are: [H-].[Na+].[Br:3][C:4]1[CH:9]=[CH:8][C:7]([N:10]2[C:21]3[C:13](=[C:14]4[N:18]([C:19](=[O:23])[C:20]=3F)[CH2:17][CH2:16][CH2:15]4)[NH:12][C:11]2=[O:24])=[C:6]([F:25])[CH:5]=1.[CH3:26][C:27]([O:30][C:31](O[C:31]([O:30][C:27]([CH3:29])([CH3:28])[CH3:26])=[O:32])=[O:32])([CH3:29])[CH3:28]. (3) The reactants are: Cl[C:2]1[CH:3]=[C:4]([CH:28]=[CH:29][N:30]=1)[C:5]([NH:7][C:8]1[CH:9]=[C:10]([C:15]2[CH:20]=[CH:19][C:18]([C:21]([NH:23][CH2:24][CH:25]3[CH2:27][CH2:26]3)=[O:22])=[CH:17][CH:16]=2)[C:11]([CH3:14])=[CH:12][CH:13]=1)=[O:6].[CH2:31]([NH2:35])[CH:32]([CH3:34])[CH3:33]. Given the product [CH:25]1([CH2:24][NH:23][C:21]([C:18]2[CH:19]=[CH:20][C:15]([C:10]3[C:11]([CH3:14])=[CH:12][CH:13]=[C:8]([NH:7][C:5](=[O:6])[C:4]4[CH:28]=[CH:29][N:30]=[C:2]([NH:35][CH2:31][CH:32]([CH3:34])[CH3:33])[CH:3]=4)[CH:9]=3)=[CH:16][CH:17]=2)=[O:22])[CH2:27][CH2:26]1, predict the reactants needed to synthesize it. (4) The reactants are: Cl[C:2]1[CH:7]=[C:6]([C:8]#[N:9])[CH:5]=[CH:4][N:3]=1.O.[NH2:11][NH2:12].C1COCC1. Given the product [NH:11]([C:2]1[CH:7]=[C:6]([C:8]#[N:9])[CH:5]=[CH:4][N:3]=1)[NH2:12], predict the reactants needed to synthesize it.